Dataset: Retrosynthesis with 50K atom-mapped reactions and 10 reaction types from USPTO. Task: Predict the reactants needed to synthesize the given product. (1) Given the product O=[N+]([O-])c1ccc2c(c1)C(c1cccc[n+]1[O-])=CC(C(F)(F)F)(C(F)(F)F)O2, predict the reactants needed to synthesize it. The reactants are: O=C([O-])[O-].O=[N+]([O-])c1ccc2c(c1)C(c1ccccn1)=CC(C(F)(F)F)(C(F)(F)F)O2. (2) Given the product CCc1nn(Cc2cnn([C@@H]3CCN(C(=O)OC(C)(C)C)C[C@H]3F)c2)c2cccc(NC(=O)c3cnc4ccccn34)c12, predict the reactants needed to synthesize it. The reactants are: CC(C)(C)OC(=O)N1CC[C@H](OS(C)(=O)=O)[C@H](F)C1.CCc1nn(Cc2cn[nH]c2)c2cccc(NC(=O)c3cnc4ccccn34)c12. (3) Given the product C=CCn1c(=O)ccc2cc(F)c(-n3c(=O)cc(C(F)(F)F)n(C)c3=O)cc21, predict the reactants needed to synthesize it. The reactants are: C=CCBr.Cn1c(C(F)(F)F)cc(=O)n(-c2cc3[nH]c(=O)ccc3cc2F)c1=O. (4) Given the product CNc1nc(-c2ccc3ccccc3c2)ccc1[N+](=O)[O-], predict the reactants needed to synthesize it. The reactants are: CNc1nc(Cl)ccc1[N+](=O)[O-].OB(O)c1ccc2ccccc2c1. (5) Given the product O=C1CC(Cc2ccccc2)CO1, predict the reactants needed to synthesize it. The reactants are: O=C1CC(C(=O)c2ccccc2)CO1. (6) Given the product COC(=O)c1cc(C=O)cc(N(C)S(C)(=O)=O)c1, predict the reactants needed to synthesize it. The reactants are: COC(=O)c1cc(CO)cc(N(C)S(C)(=O)=O)c1. (7) Given the product N#Cc1ccc2c(c1)CCC(N1CCN(CCc3ccc4c(=O)occc4c3)CC1=O)C2, predict the reactants needed to synthesize it. The reactants are: N#Cc1ccc2c(c1)CCC(N1CCNCC1=O)C2.O=CCc1ccc2c(=O)occc2c1.